Predict the reactants needed to synthesize the given product. From a dataset of Full USPTO retrosynthesis dataset with 1.9M reactions from patents (1976-2016). (1) Given the product [Cl:54][C:55]1[CH:60]=[CH:59][C:58]([NH:61][C:62](=[O:63])[NH:32][C:33]2[CH:34]=[CH:35][C:36]([C:39]3[S:43][C:42]([CH:44]4[CH2:45][CH2:46][CH:47]([C:50]([O:52][CH3:53])=[O:51])[CH2:48][CH2:49]4)=[N:41][CH:40]=3)=[CH:37][CH:38]=2)=[CH:57][CH:56]=1, predict the reactants needed to synthesize it. The reactants are: FC(F)(F)C1C=C(NC(=O)NC2C=CC(C3SC(CCC(OC)=O)=NC=3)=CC=2)C=CC=1.[NH2:32][C:33]1[CH:38]=[CH:37][C:36]([C:39]2[S:43][C:42]([CH:44]3[CH2:49][CH2:48][CH:47]([C:50]([O:52][CH3:53])=[O:51])[CH2:46][CH2:45]3)=[N:41][CH:40]=2)=[CH:35][CH:34]=1.[Cl:54][C:55]1[CH:60]=[CH:59][C:58]([N:61]=[C:62]=[O:63])=[CH:57][CH:56]=1. (2) Given the product [O:1]=[C:2]1[N:8]([CH:9]2[CH2:10][CH2:11][N:12]([C:15]([O:17][C@H:18]([CH2:19][C:20]3[CH:21]=[C:22]([CH3:28])[C:23]([OH:27])=[C:24]([CH3:26])[CH:25]=3)[C:29]([N:68]3[CH2:67][CH2:66][N:65]([C:71]4[CH:72]=[CH:73][C:74]([C:75]([O:77][CH2:78][CH3:79])=[O:76])=[CH:80][CH:81]=4)[CH2:70][CH2:69]3)=[O:30])=[O:16])[CH2:13][CH2:14]2)[CH2:7][CH2:6][C:5]2[CH:32]=[CH:33][CH:34]=[CH:35][C:4]=2[NH:3]1, predict the reactants needed to synthesize it. The reactants are: [O:1]=[C:2]1[N:8]([CH:9]2[CH2:14][CH2:13][N:12]([C:15]([O:17][C@@H:18]([C:29](O)=[O:30])[CH2:19][C:20]3[CH:25]=[C:24]([CH3:26])[C:23]([OH:27])=[C:22]([CH3:28])[CH:21]=3)=[O:16])[CH2:11][CH2:10]2)[CH2:7][CH2:6][C:5]2[CH:32]=[CH:33][CH:34]=[CH:35][C:4]=2[NH:3]1.CN(C(ON1N=NC2C=CC=CC1=2)=[N+](C)C)C.[B-](F)(F)(F)F.C(N(CC)CC)C.[N:65]1([C:71]2[CH:81]=[CH:80][C:74]([C:75]([O:77][CH2:78][CH3:79])=[O:76])=[CH:73][CH:72]=2)[CH2:70][CH2:69][NH:68][CH2:67][CH2:66]1. (3) The reactants are: [Br:1][C:2]1[CH:10]=[CH:9][C:5]([C:6](Cl)=[O:7])=[CH:4][CH:3]=1.Cl.[CH:12]1([CH2:15][NH:16][CH2:17][C:18]2[CH:27]=[CH:26][C:21]([C:22]([O:24][CH3:25])=[O:23])=[CH:20][CH:19]=2)[CH2:14][CH2:13]1. Given the product [Br:1][C:2]1[CH:10]=[CH:9][C:5]([C:6]([N:16]([CH2:17][C:18]2[CH:19]=[CH:20][C:21]([C:22]([O:24][CH3:25])=[O:23])=[CH:26][CH:27]=2)[CH2:15][CH:12]2[CH2:13][CH2:14]2)=[O:7])=[CH:4][CH:3]=1, predict the reactants needed to synthesize it. (4) Given the product [NH2:6][C:7]1[C:16]([CH3:17])=[CH:15][C:14]([C:31]#[N:35])=[CH:13][C:8]=1[C:9]([NH:11][CH3:12])=[O:10], predict the reactants needed to synthesize it. The reactants are: [OH-].[Na+].Cl[O-].[Na+].[NH2:6][C:7]1[C:16]([CH3:17])=[CH:15][C:14](Br)=[CH:13][C:8]=1[C:9]([NH:11][CH3:12])=[O:10].C1(C)C=C(C)C=C(C)C=1.[C-]#N.[Na+].[CH2:31]([N:35]1C=CN=C1)CCC. (5) The reactants are: C1(=O)[N:5]([O:6][CH2:7][CH2:8][CH2:9][C:10]([O:12][CH3:13])=[O:11])C(=O)C2=CC=CC=C12.CNN. Given the product [NH2:5][O:6][CH2:7][CH2:8][CH2:9][C:10]([O:12][CH3:13])=[O:11], predict the reactants needed to synthesize it.